Task: Predict the reactants needed to synthesize the given product.. Dataset: Full USPTO retrosynthesis dataset with 1.9M reactions from patents (1976-2016) Given the product [Br-:1].[Br:1][C:2]1[CH:7]=[N:6][CH:5]=[C:4]([CH2:8][PH:17]([C:18]2[CH:19]=[CH:20][CH:21]=[CH:22][CH:23]=2)([C:24]2[CH:29]=[CH:28][CH:27]=[CH:26][CH:25]=2)[C:11]2[CH:12]=[CH:13][CH:14]=[CH:15][CH:16]=2)[CH:3]=1, predict the reactants needed to synthesize it. The reactants are: [Br:1][C:2]1[CH:3]=[C:4]([CH2:8]O)[CH:5]=[N:6][CH:7]=1.Br.[C:11]1([P:17]([C:24]2[CH:29]=[CH:28][CH:27]=[CH:26][CH:25]=2)[C:18]2[CH:23]=[CH:22][CH:21]=[CH:20][CH:19]=2)[CH:16]=[CH:15][CH:14]=[CH:13][CH:12]=1.